Dataset: Catalyst prediction with 721,799 reactions and 888 catalyst types from USPTO. Task: Predict which catalyst facilitates the given reaction. (1) Reactant: Cl.[NH2:2][C@H:3]1[C:12]2[C:7]3=[C:8]([C:13]4[N:14]([C:17]5[CH:18]=[C:19]([C:30]([O:32][CH3:33])=[O:31])[CH:20]=[CH:21][C:22]=5[C:23]=4[CH:24]4[CH2:29][CH2:28][CH2:27][CH2:26][CH2:25]4)[CH2:15][CH2:16][N:6]3[CH2:5][CH2:4]1)[CH:9]=[CH:10][CH:11]=2.CCN(CC)CC.[C:41](Cl)([CH3:43])=[O:42]. Product: [C:41]([NH:2][C@H:3]1[C:12]2[C:7]3=[C:8]([C:13]4[N:14]([C:17]5[CH:18]=[C:19]([C:30]([O:32][CH3:33])=[O:31])[CH:20]=[CH:21][C:22]=5[C:23]=4[CH:24]4[CH2:29][CH2:28][CH2:27][CH2:26][CH2:25]4)[CH2:15][CH2:16][N:6]3[CH2:5][CH2:4]1)[CH:9]=[CH:10][CH:11]=2)(=[O:42])[CH3:43]. The catalyst class is: 2. (2) Reactant: [Cl:1][C:2]1[CH:3]=[C:4]([C:12]2[O:16][N:15]=[C:14]([C:17]3[CH:18]=[CH:19][CH:20]=[C:21]4[C:25]=3[N:24]([CH3:26])[CH:23]=[C:22]4[CH2:27][CH2:28][CH2:29][O:30][CH2:31][C:32]([O:34]CC)=[O:33])[N:13]=2)[CH:5]=[CH:6][C:7]=1[O:8][CH:9]([CH3:11])[CH3:10].[OH-].[Na+].Cl. Product: [Cl:1][C:2]1[CH:3]=[C:4]([C:12]2[O:16][N:15]=[C:14]([C:17]3[CH:18]=[CH:19][CH:20]=[C:21]4[C:25]=3[N:24]([CH3:26])[CH:23]=[C:22]4[CH2:27][CH2:28][CH2:29][O:30][CH2:31][C:32]([OH:34])=[O:33])[N:13]=2)[CH:5]=[CH:6][C:7]=1[O:8][CH:9]([CH3:10])[CH3:11]. The catalyst class is: 1. (3) Reactant: FC(F)(F)C(O)=O.[C:8]([C:10]1[CH:15]=[CH:14][C:13]([C:16]2[N:20]3[CH:21]=[C:22]([C:25]4[CH:46]=[CH:45][C:28]([C:29]([N:31]5[CH2:36][CH2:35][CH:34]([NH:37]C(=O)OC(C)(C)C)[CH2:33][CH2:32]5)=[O:30])=[CH:27][CH:26]=4)[CH:23]=[CH:24][C:19]3=[N:18][CH:17]=2)=[CH:12][CH:11]=1)#[N:9].C([O-])([O-])=O.[Na+].[Na+]. Product: [NH2:37][CH:34]1[CH2:33][CH2:32][N:31]([C:29]([C:28]2[CH:45]=[CH:46][C:25]([C:22]3[CH:23]=[CH:24][C:19]4[N:20]([C:16]([C:13]5[CH:12]=[CH:11][C:10]([C:8]#[N:9])=[CH:15][CH:14]=5)=[CH:17][N:18]=4)[CH:21]=3)=[CH:26][CH:27]=2)=[O:30])[CH2:36][CH2:35]1. The catalyst class is: 34.